This data is from Full USPTO retrosynthesis dataset with 1.9M reactions from patents (1976-2016). The task is: Predict the reactants needed to synthesize the given product. (1) The reactants are: C(O[C:6]([N:8]1[CH2:12][CH2:11][CH2:10][C@H:9]1[CH2:13][C:14]([OH:16])=[O:15])=O)(C)(C)C.C(O)(C(F)(F)F)=O.[OH-].C([N+](CCCC)(CCCC)CCCC)CCC.BrC[CH:44]([C:46]1[CH:51]=[CH:50][C:49]([C:52]2[N:56]=[C:55]([C:57]3[C:61]([CH2:62][CH2:63][CH3:64])=[C:60]([C:65]4[CH:70]=[CH:69][CH:68]=[CH:67][CH:66]=4)[O:59][N:58]=3)[O:54][N:53]=2)=[CH:48][CH:47]=1)[OH:45]. Given the product [OH:45][CH:44]([C:46]1[CH:47]=[CH:48][C:49]([C:52]2[N:56]=[C:55]([C:57]3[C:61]([CH2:62][CH2:63][CH3:64])=[C:60]([C:65]4[CH:66]=[CH:67][CH:68]=[CH:69][CH:70]=4)[O:59][N:58]=3)[O:54][N:53]=2)=[CH:50][CH:51]=1)[CH2:6][N:8]1[CH2:12][CH2:11][CH2:10][C@H:9]1[CH2:13][C:14]([OH:16])=[O:15], predict the reactants needed to synthesize it. (2) Given the product [CH3:8][C:9]1[C:10]([CH2:20][CH2:21][NH2:22])=[N:11][N:12]([C:14]2[CH:19]=[CH:18][CH:17]=[CH:16][CH:15]=2)[CH:13]=1, predict the reactants needed to synthesize it. The reactants are: [BH4-].[Li+].C[Si](C)(C)Cl.[CH3:8][C:9]1[C:10]([CH2:20][C:21]#[N:22])=[N:11][N:12]([C:14]2[CH:19]=[CH:18][CH:17]=[CH:16][CH:15]=2)[CH:13]=1.CO. (3) Given the product [Br:13][C:9]1[CH:10]=[CH:11][CH:12]=[C:7]([C:22]([C:19]2[CH:20]=[CH:21][C:16]([S:15][CH3:14])=[CH:17][CH:18]=2)=[CH2:23])[CH:8]=1, predict the reactants needed to synthesize it. The reactants are: C([Li])CCC.Br[C:7]1[CH:12]=[CH:11][CH:10]=[C:9]([Br:13])[CH:8]=1.[CH3:14][S:15][C:16]1[CH:21]=[CH:20][C:19]([C:22](=O)[CH3:23])=[CH:18][CH:17]=1. (4) The reactants are: [CH2:1]([O:8][C:9](=[O:15])[CH:10]([OH:14])[CH:11]([CH3:13])[CH3:12])[C:2]1[CH:7]=[CH:6][CH:5]=[CH:4][CH:3]=1.N1C(C)=CC=CC=1C.[S:24](O[S:24]([C:27]([F:30])([F:29])[F:28])(=[O:26])=[O:25])([C:27]([F:30])([F:29])[F:28])(=[O:26])=[O:25].Cl. Given the product [CH2:1]([O:8][C:9](=[O:15])[CH:10]([O:14][S:24]([C:27]([F:30])([F:29])[F:28])(=[O:26])=[O:25])[CH:11]([CH3:13])[CH3:12])[C:2]1[CH:7]=[CH:6][CH:5]=[CH:4][CH:3]=1, predict the reactants needed to synthesize it. (5) Given the product [NH2:16][C:13]1[CH:12]=[CH:11][C:10]([NH:9][C:4]2[CH:3]=[C:2]([CH3:1])[N:7]=[C:6]([NH2:8])[N:5]=2)=[CH:15][CH:14]=1, predict the reactants needed to synthesize it. The reactants are: [CH3:1][C:2]1[N:7]=[C:6]([NH2:8])[N:5]=[C:4]([NH:9][C:10]2[CH:15]=[CH:14][C:13]([N+:16]([O-])=O)=[CH:12][CH:11]=2)[CH:3]=1.CCO.O. (6) Given the product [CH2:29]([N:5]([CH2:1][CH2:2][CH3:3])[C:6]1[C:18]2[C:17]3[CH2:16][CH2:15][CH2:14][CH2:13][C:12]=3[N:11]([C:19]3[C:24]([CH3:25])=[CH:23][C:22]([CH3:26])=[CH:21][C:20]=3[CH3:27])[C:10]=2[N:9]=[C:8]([CH3:28])[CH:7]=1)[CH2:30][CH3:31], predict the reactants needed to synthesize it. The reactants are: [C:1]([N:5]([C:29](=O)[CH2:30][CH3:31])[C:6]1[C:18]2[C:17]3[CH2:16][CH2:15][CH:14]=[CH:13][C:12]=3[N:11]([C:19]3[C:24]([CH3:25])=[CH:23][C:22]([CH3:26])=[CH:21][C:20]=3[CH3:27])[C:10]=2[N:9]=[C:8]([CH3:28])[CH:7]=1)(=O)[CH2:2][CH3:3]. (7) Given the product [CH3:8][O:7][C:1](=[O:6])[CH:2]([C:3](=[O:4])[CH3:5])[CH2:11][CH2:12][CH3:13], predict the reactants needed to synthesize it. The reactants are: [C:1]([O:7][CH3:8])(=[O:6])[CH2:2][C:3]([CH3:5])=[O:4].[H-].[Na+].[CH2:11](I)[CH2:12][CH3:13]. (8) Given the product [CH3:15][NH:16][C:17]([C:19]1[C:23]([NH:24][C:25]2[C:30]([Cl:31])=[CH:29][N:28]=[C:27]([NH:1][C:2]3[CH:3]=[CH:4][C:5]4[N:11]([CH3:12])[C:10](=[O:13])[O:9][CH2:8][CH2:7][C:6]=4[CH:14]=3)[N:26]=2)=[C:22]([CH3:33])[O:21][N:20]=1)=[O:18], predict the reactants needed to synthesize it. The reactants are: [NH2:1][C:2]1[CH:3]=[CH:4][C:5]2[N:11]([CH3:12])[C:10](=[O:13])[O:9][CH2:8][CH2:7][C:6]=2[CH:14]=1.[CH3:15][NH:16][C:17]([C:19]1[C:23]([NH:24][C:25]2[C:30]([Cl:31])=[CH:29][N:28]=[C:27](Cl)[N:26]=2)=[C:22]([CH3:33])[O:21][N:20]=1)=[O:18].CNC(C1C=C(C)ON=1)=O.